The task is: Predict the reaction yield, written as a fraction of the theoretical maximum amount of product (1.0 means a 100% yield; for example, 0.34 means a 34% yield).. This data is from Reaction yield outcomes from USPTO patents with 853,638 reactions. (1) The reactants are C(OC(N[C@@H:9]([CH2:12][C:13]1[CH:18]=[CH:17][CH:16]=[CH:15][CH:14]=1)[CH:10]=O)=O)(C)(C)C.[S-:19][C:20]#[N:21].[NH4+:22]. The product is [SH:19][C:20]1[NH:22][CH:10]=[C:9]([CH2:12][C:13]2[CH:14]=[CH:15][CH:16]=[CH:17][CH:18]=2)[N:21]=1. The yield is 0.960. The catalyst is Cl.O1CCOCC1. (2) The reactants are [F:1][C:2]([F:14])([F:13])[O:3][C:4]1[CH:12]=[CH:11][C:7]([C:8](Cl)=[O:9])=[CH:6][CH:5]=1.[NH2:15][C:16]([CH3:30])([CH2:19][N:20]1[N:24]=[C:23]2[CH:25]=[CH:26][C:27]([Cl:29])=[CH:28][C:22]2=[N:21]1)[C:17]#[N:18]. The catalyst is C(Cl)Cl. The product is [Cl:29][C:27]1[CH:26]=[CH:25][C:23]2=[N:24][N:20]([CH2:19][C:16]([NH:15][C:8](=[O:9])[C:7]3[CH:11]=[CH:12][C:4]([O:3][C:2]([F:14])([F:13])[F:1])=[CH:5][CH:6]=3)([C:17]#[N:18])[CH3:30])[N:21]=[C:22]2[CH:28]=1. The yield is 0.540. (3) The reactants are C[O:2][C:3](=[O:36])[CH2:4][C:5]1[CH:6]=[C:7]([C:20]2[CH:25]=[C:24]([S:26](=[O:33])(=[O:32])[NH:27]C(C)(C)C)[CH:23]=[CH:22][C:21]=2[O:34]C)[C:8]([O:13]COCCOC)=[C:9]([CH:11]=O)[CH:10]=1.Cl.[NH2:38][C:39]1[CH:40]=[C:41]([CH:45]=[CH:46][C:47]=1[NH2:48])[C:42]([NH2:44])=[NH:43].C1(=O)C=CC(=O)C=C1.Cl.N1C=CC=CC=1. The catalyst is CO. The product is [C:42]([C:41]1[CH:45]=[CH:46][C:47]2[NH:48][C:11]([C:9]3[CH:10]=[C:5]([CH2:4][C:3]([OH:2])=[O:36])[CH:6]=[C:7]([C:20]4[CH:25]=[C:24]([S:26](=[O:32])(=[O:33])[NH2:27])[CH:23]=[CH:22][C:21]=4[OH:34])[C:8]=3[OH:13])=[N:38][C:39]=2[CH:40]=1)(=[NH:43])[NH2:44]. The yield is 0.590. (4) The reactants are [CH3:1][O:2][C:3](=[O:15])[C:4]1[CH:13]=[C:12]([F:14])[CH:11]=[C:6]([C:7]([O:9]C)=[O:8])[CH:5]=1.[OH-].[Na+]. The catalyst is CO. The product is [CH3:1][O:2][C:3](=[O:15])[C:4]1[CH:13]=[C:12]([F:14])[CH:11]=[C:6]([C:7]([OH:9])=[O:8])[CH:5]=1. The yield is 0.830.